This data is from Catalyst prediction with 721,799 reactions and 888 catalyst types from USPTO. The task is: Predict which catalyst facilitates the given reaction. (1) Reactant: [C:1]([OH:4])(=[O:3])[CH3:2].[C:5](O)(=O)C.I[C:10]1[CH:15]=CC=[CH:12][CH:11]=1.II.OC1C(C)=CC(I)=CC=1C(NO)=O.IC1C=C(C)C2OC(=O)NC=2C=1.C1C=CC(P(C2C=CC=CC=2)C2C=CC=CC=2)=CC=1.CCOC(/N=N/C(OCC)=O)=O.CI.C(=O)([O-])[O-].[K+].[K+]. Product: [C:1]([O:4][CH3:5])(=[O:3])[CH2:2][CH2:12][CH2:11][C:10]#[CH:15]. The catalyst class is: 500. (2) The catalyst class is: 2. Reactant: [Cl:1][C:2]1[CH:7]=[CH:6][C:5]([F:8])=[CH:4][C:3]=1[N:9]1[CH2:33][C:11]2([CH2:14][N:13]([C:15]3[S:16][C:17]([C:20]4[N:21]=[N:22][N:23]([CH2:25][C:26]([O:28]C(C)(C)C)=[O:27])[N:24]=4)=[CH:18][N:19]=3)[CH2:12]2)[CH2:10]1.C(O)(C(F)(F)F)=O. Product: [Cl:1][C:2]1[CH:7]=[CH:6][C:5]([F:8])=[CH:4][C:3]=1[N:9]1[CH2:10][C:11]2([CH2:12][N:13]([C:15]3[S:16][C:17]([C:20]4[N:21]=[N:22][N:23]([CH2:25][C:26]([OH:28])=[O:27])[N:24]=4)=[CH:18][N:19]=3)[CH2:14]2)[CH2:33]1.